From a dataset of Forward reaction prediction with 1.9M reactions from USPTO patents (1976-2016). Predict the product of the given reaction. (1) Given the reactants [O:1]=[C:2]1[C:10]2[C:5](=[CH:6][CH:7]=[CH:8][CH:9]=2)[C:4](=[O:11])[N:3]1[CH2:12][CH2:13][C:14]1[CH:19]=[CH:18][C:17](/[CH:20]=[CH:21]/[C:22]2[N:23]=[C:24]([NH:27][C:28](=[O:30])[CH3:29])[S:25][CH:26]=2)=[CH:16][CH:15]=1.CN(C=O)C.CO, predict the reaction product. The product is: [O:11]=[C:4]1[C:5]2[C:10](=[CH:9][CH:8]=[CH:7][CH:6]=2)[C:2](=[O:1])[N:3]1[CH2:12][CH2:13][C:14]1[CH:19]=[CH:18][C:17]([CH2:20][CH2:21][C:22]2[N:23]=[C:24]([NH:27][C:28](=[O:30])[CH3:29])[S:25][CH:26]=2)=[CH:16][CH:15]=1. (2) Given the reactants [O:1]=[C:2]1[C:11]2[C:6](=[CH:7][C:8]([C:12](O)=[O:13])=[CH:9][CH:10]=2)[NH:5][C:4](=[S:15])[N:3]1[C:16]1[CH:21]=[CH:20][CH:19]=[CH:18][N:17]=1.[Cl:22][C:23]1[CH:30]=[CH:29][C:26]([CH2:27][NH2:28])=[CH:25][CH:24]=1.CCN(C(C)C)C(C)C.CN(C(ON1N=NC2C=CC=NC1=2)=[N+](C)C)C.F[P-](F)(F)(F)(F)F, predict the reaction product. The product is: [Cl:22][C:23]1[CH:30]=[CH:29][C:26]([CH2:27][NH:28][C:12]([C:8]2[CH:7]=[C:6]3[C:11]([C:2](=[O:1])[N:3]([C:16]4[CH:21]=[CH:20][CH:19]=[CH:18][N:17]=4)[C:4](=[S:15])[NH:5]3)=[CH:10][CH:9]=2)=[O:13])=[CH:25][CH:24]=1. (3) The product is: [CH2:30]([O:29][C:22]1[CH:21]=[C:20]([C:18](=[O:19])[CH2:17][CH2:16][C:15]([NH:14][C:4]2[CH:3]=[C:2]([C:70]3[CH:69]=[C:68]([CH2:67][CH2:66][C:77]([O:79][CH3:33])=[O:78])[CH:73]=[CH:72][CH:71]=3)[CH:7]=[C:6]([C:8]3[CH:13]=[CH:12][CH:11]=[CH:10][CH:9]=3)[N:5]=2)=[O:32])[CH:25]=[CH:24][C:23]=1[O:26][CH2:27][CH3:28])[CH3:31]. Given the reactants Cl[C:2]1[CH:7]=[C:6]([C:8]2[CH:13]=[CH:12][CH:11]=[CH:10][CH:9]=2)[N:5]=[C:4]([NH:14][C:15](=[O:32])[CH2:16][CH2:17][C:18]([C:20]2[CH:25]=[CH:24][C:23]([O:26][CH2:27][CH3:28])=[C:22]([O:29][CH2:30][CH3:31])[CH:21]=2)=[O:19])[CH:3]=1.[C:33]1(C2C=CC=CC=2)C=CC=CC=1P(C1CCCCC1)C1CCCCC1.C(=O)([O-])[O-].[K+].[K+].CO[CH:66]([C:77]([OH:79])=[O:78])[CH2:67][C:68]1[CH:69]=[C:70](B(O)O)[CH:71]=[CH:72][CH:73]=1, predict the reaction product. (4) Given the reactants N1(CC2N3C=C(C)C=CC3=NC=2C2C=CC(C)=CC=2)C=CN=C1.[CH3:24][O:25][C:26]([C:28]1[NH:32][C:31]2[CH:33]=[CH:34][O:35][C:30]=2[CH:29]=1)=[O:27].Cl.Cl[CH2:38][C:39]1[N:43]2[CH:44]=[CH:45][CH:46]=[CH:47][C:42]2=[N:41][C:40]=1[C:48]1[CH:53]=[CH:52][C:51]([Cl:54])=[CH:50][CH:49]=1, predict the reaction product. The product is: [Cl:54][C:51]1[CH:50]=[CH:49][C:48]([C:40]2[N:41]=[C:42]3[CH:47]=[CH:46][CH:45]=[CH:44][N:43]3[C:39]=2[CH2:38][N:32]2[C:28]([C:26]([O:25][CH3:24])=[O:27])=[CH:29][C:30]3[O:35][CH:34]=[CH:33][C:31]2=3)=[CH:53][CH:52]=1. (5) Given the reactants [C:1]([N:4]1[CH2:9][CH:8]=[C:7]([C:10]2[C:15]3[CH:16]=[CH:17][O:18][C:14]=3[CH:13]=[CH:12][N:11]=2)[CH2:6][CH2:5]1)(=[O:3])[CH3:2].C([O-])=O.[NH4+], predict the reaction product. The product is: [C:1]([N:4]1[CH2:9][CH2:8][CH:7]([C:10]2[C:15]3[CH:16]=[CH:17][O:18][C:14]=3[CH:13]=[CH:12][N:11]=2)[CH2:6][CH2:5]1)(=[O:3])[CH3:2]. (6) Given the reactants [N+:1]([C:4]1[CH:11]=[CH:10][C:7]([CH:8]=[O:9])=[CH:6][CH:5]=1)([O-:3])=[O:2].[CH:12]([Mg]Br)=[CH2:13], predict the reaction product. The product is: [N+:1]([C:4]1[CH:5]=[CH:6][C:7]([CH:8]([OH:9])[CH:12]=[CH2:13])=[CH:10][CH:11]=1)([O-:3])=[O:2]. (7) Given the reactants [CH2:1]([C@H:3]1[CH2:8][O:7][CH2:6][CH2:5][NH:4]1)[CH3:2].Cl[C:10]1[O:11][C:12]2[C:13](=[C:15]([C:20]([O:22][CH3:23])=[O:21])[CH:16]=[C:17]([Cl:19])[CH:18]=2)[N:14]=1, predict the reaction product. The product is: [Cl:19][C:17]1[CH:18]=[C:12]2[O:11][C:10]([N:4]3[CH2:5][CH2:6][O:7][CH2:8][C@@H:3]3[CH2:1][CH3:2])=[N:14][C:13]2=[C:15]([C:20]([O:22][CH3:23])=[O:21])[CH:16]=1. (8) Given the reactants C(C1C=C(C=CC=1)OC1OC=C(C(OCC)=O)N=1)(C)(C)C.[CH2:22]([O:26][C:27]1[CH:28]=[CH:29][C:30]([CH3:34])=[C:31]([OH:33])[CH:32]=1)[CH:23]([CH3:25])[CH3:24].Br[C:36]1[S:37][CH:38]=[C:39]([C:41]([NH:43][C:44]2[C:45]([O:66][CH3:67])=[N:46][C:47]([NH:52][CH2:53][CH2:54][N:55]([CH:63]([CH3:65])[CH3:64])[C:56](=[O:62])[O:57][C:58]([CH3:61])([CH3:60])[CH3:59])=[N:48][C:49]=2[O:50][CH3:51])=[O:42])[N:40]=1, predict the reaction product. The product is: [CH2:22]([O:26][C:27]1[CH:28]=[CH:29][C:30]([CH3:34])=[C:31]([CH:32]=1)[O:33][C:36]1[S:37][CH:38]=[C:39]([C:41]([NH:43][C:44]2[C:45]([O:66][CH3:67])=[N:46][C:47]([NH:52][CH2:53][CH2:54][N:55]([CH:63]([CH3:64])[CH3:65])[C:56](=[O:62])[O:57][C:58]([CH3:60])([CH3:61])[CH3:59])=[N:48][C:49]=2[O:50][CH3:51])=[O:42])[N:40]=1)[CH:23]([CH3:25])[CH3:24]. (9) The product is: [CH:23]1([CH:19]([C:13]2[CH:14]=[CH:15][CH:16]=[CH:17][CH:18]=2)[C:20]([NH:2][NH:1][C:3]2[CH:12]=[CH:11][CH:10]=[C:9]3[C:4]=2[CH:5]=[CH:6][CH:7]=[N:8]3)=[O:21])[CH2:28][CH2:27][CH2:26][CH2:25][CH2:24]1. Given the reactants [NH:1]([C:3]1[CH:12]=[CH:11][CH:10]=[C:9]2[C:4]=1[CH:5]=[CH:6][CH:7]=[N:8]2)[NH2:2].[CH:13]1([CH:19]([C:23]2[CH:28]=[CH:27][CH:26]=[CH:25][CH:24]=2)[C:20](O)=[O:21])[CH2:18][CH2:17][CH2:16][CH2:15][CH2:14]1, predict the reaction product.